From a dataset of Reaction yield outcomes from USPTO patents with 853,638 reactions. Predict the reaction yield, written as a fraction of the theoretical maximum amount of product (1.0 means a 100% yield; for example, 0.34 means a 34% yield). (1) The reactants are [CH3:1][CH:2](O)[CH3:3].[Bi](Br)(Br)Br.[OH:9][CH:10]([C:12]1[CH:21]=[CH:20][C:15]([C:16]([O:18][CH3:19])=[O:17])=[CH:14][CH:13]=1)[CH3:11]. The catalyst is ClC(Cl)(Cl)Cl. The product is [CH3:19][O:18][C:16](=[O:17])[C:15]1[CH:20]=[CH:21][C:12]([CH:10]([O:9][CH:2]([CH3:3])[CH3:1])[CH3:11])=[CH:13][CH:14]=1. The yield is 0.430. (2) The reactants are C1(OC)C=CC=CC=1.FC(F)(F)C(O)=O.C([O:20][C:21](=[O:34])[CH2:22][O:23][C:24]1[CH:29]=[CH:28][CH:27]=[C:26]([C:30]([O:32][CH3:33])=[O:31])[CH:25]=1)(C)(C)C. The catalyst is C(Cl)Cl. The product is [CH3:33][O:32][C:30]([C:26]1[CH:25]=[C:24]([CH:29]=[CH:28][CH:27]=1)[O:23][CH2:22][C:21]([OH:34])=[O:20])=[O:31]. The yield is 0.870. (3) The reactants are [NH2:1][C:2]1[CH:3]=[CH:4][C:5]2[S:10][CH2:9][C:8](=[O:11])[NH:7][C:6]=2[CH:12]=1.[CH2:13]([C@@H:15]1[O:17][CH2:16]1)[Cl:14]. The catalyst is CCO.O. The product is [Cl:14][CH2:13][C@H:15]([OH:17])[CH2:16][NH:1][C:2]1[CH:3]=[CH:4][C:5]2[S:10][CH2:9][C:8](=[O:11])[NH:7][C:6]=2[CH:12]=1. The yield is 0.810. (4) The reactants are C([O:8][C:9]1[CH:10]=[C:11]2[C:17]3([CH2:22][CH2:21][N:20]([C:23]([O:25][C:26]([CH3:29])([CH3:28])[CH3:27])=[O:24])[CH2:19][CH2:18]3)[CH2:16][N:15]([C:30]3[C:31]4[C@H:38]([CH3:39])[CH2:37][CH2:36][C:32]=4[N:33]=[CH:34][N:35]=3)[C:12]2=[CH:13][CH:14]=1)C1C=CC=CC=1. The catalyst is CO.[Pd]. The product is [OH:8][C:9]1[CH:10]=[C:11]2[C:17]3([CH2:22][CH2:21][N:20]([C:23]([O:25][C:26]([CH3:27])([CH3:28])[CH3:29])=[O:24])[CH2:19][CH2:18]3)[CH2:16][N:15]([C:30]3[C:31]4[C@H:38]([CH3:39])[CH2:37][CH2:36][C:32]=4[N:33]=[CH:34][N:35]=3)[C:12]2=[CH:13][CH:14]=1. The yield is 0.600.